From a dataset of Reaction yield outcomes from USPTO patents with 853,638 reactions. Predict the reaction yield, written as a fraction of the theoretical maximum amount of product (1.0 means a 100% yield; for example, 0.34 means a 34% yield). (1) The reactants are [Br:1]N1C(=O)CCC1=O.[CH2:9]([C:11]1([C:24]2[CH:29]=[CH:28][CH:27]=[CH:26][N:25]=2)[N:16]2[C:17](=[O:23])[NH:18][C:19]3=[CH:20][CH:21]=[CH:22][C:14](=[C:15]23)[O:13][CH2:12]1)[CH3:10]. The catalyst is C(#N)C.C(O)(=O)C. The product is [Br:1][C:22]1[C:14]2[O:13][CH2:12][C:11]([CH2:9][CH3:10])([C:24]3[CH:29]=[CH:28][CH:27]=[CH:26][N:25]=3)[N:16]3[C:17](=[O:23])[NH:18][C:19]([C:15]=23)=[CH:20][CH:21]=1. The yield is 0.800. (2) The reactants are [NH:1](C(OCC1C2C(=CC=CC=2)C2C1=CC=CC=2)=O)[C@H:2]([C:10]([OH:12])=[O:11])[CH2:3][S:4][S:5][C:6]([CH3:9])([CH3:8])[CH3:7].COC(C)(C)C. The catalyst is N1CCCCC1.CN(C=O)C. The product is [NH2:1][C@H:2]([C:10]([OH:12])=[O:11])[CH2:3][S:4][S:5][C:6]([CH3:9])([CH3:7])[CH3:8]. The yield is 0.800. (3) The reactants are CO.CCN(CC)CC.[NH2:10][C:11]1[C:16]([N+:17]([O-])=O)=[CH:15][C:14]([C:20]2[CH:21]=[N:22][C:23]([C:26]([OH:29])([CH3:28])[CH3:27])=[N:24][CH:25]=2)=[C:13]([F:30])[C:12]=1[CH:31]1[CH2:35][CH2:34][CH2:33][O:32]1. The catalyst is [Pd].C1COCC1. The product is [NH2:10][C:11]1[C:16]([NH2:17])=[CH:15][C:14]([C:20]2[CH:21]=[N:22][C:23]([C:26]([OH:29])([CH3:27])[CH3:28])=[N:24][CH:25]=2)=[C:13]([F:30])[C:12]=1[CH:31]1[CH2:35][CH2:34][CH2:33][O:32]1. The yield is 0.990.